Dataset: Full USPTO retrosynthesis dataset with 1.9M reactions from patents (1976-2016). Task: Predict the reactants needed to synthesize the given product. (1) The reactants are: P(Cl)(Cl)([Cl:3])=O.[F:6][C:7]([F:19])([F:18])[C:8]1[C:16]2[C:11](=[N+:12]([O-])[CH:13]=[CH:14][CH:15]=2)[NH:10][N:9]=1.[OH-].[Na+]. Given the product [Cl:3][C:15]1[CH:14]=[CH:13][N:12]=[C:11]2[NH:10][N:9]=[C:8]([C:7]([F:19])([F:18])[F:6])[C:16]=12, predict the reactants needed to synthesize it. (2) Given the product [S:1]1[C:5]2[CH:6]=[CH:7][CH:8]=[CH:9][C:4]=2[N:3]=[C:2]1[C:10](=[N:19][CH:20]1[CH2:25][CH2:24][N:23]([CH3:26])[CH2:22][CH2:21]1)[C:12]1[CH:13]=[C:14]([CH3:18])[CH:15]=[CH:16][CH:17]=1, predict the reactants needed to synthesize it. The reactants are: [S:1]1[C:5]2[CH:6]=[CH:7][CH:8]=[CH:9][C:4]=2[N:3]=[C:2]1[C:10]([C:12]1[CH:13]=[C:14]([CH3:18])[CH:15]=[CH:16][CH:17]=1)=O.[NH2:19][CH:20]1[CH2:25][CH2:24][N:23]([CH3:26])[CH2:22][CH2:21]1.